Dataset: Forward reaction prediction with 1.9M reactions from USPTO patents (1976-2016). Task: Predict the product of the given reaction. (1) Given the reactants [Cl:1][C:2]1[CH:7]=[CH:6][C:5]([C:8]([C:11]2[N:15]([C:16]3[CH:21]=[CH:20][C:19]([F:22])=[CH:18][CH:17]=3)[C:14]([S:23][CH2:24][C:25]3[CH:33]=[CH:32][C:28]([C:29](O)=[O:30])=[CH:27][C:26]=3[F:34])=[N:13][CH:12]=2)([CH3:10])[CH3:9])=[CH:4][C:3]=1[O:35][CH3:36].S(Cl)(Cl)=O.[NH2:41][CH2:42][CH2:43][S:44]([OH:47])(=[O:46])=[O:45].[CH3:48][CH2:49][N:50]([CH2:53][CH3:54])[CH2:51][CH3:52], predict the reaction product. The product is: [Cl:1][C:2]1[CH:7]=[CH:6][C:5]([C:8]([C:11]2[N:15]([C:16]3[CH:21]=[CH:20][C:19]([F:22])=[CH:18][CH:17]=3)[C:14]([S:23][CH2:24][C:25]3[CH:33]=[CH:32][C:28]([C:29]([NH:41][CH2:42][CH2:43][S:44]([O-:47])(=[O:46])=[O:45])=[O:30])=[CH:27][C:26]=3[F:34])=[N:13][CH:12]=2)([CH3:9])[CH3:10])=[CH:4][C:3]=1[O:35][CH3:36].[CH2:49]([NH+:50]([CH2:53][CH3:54])[CH2:51][CH3:52])[CH3:48]. (2) The product is: [C:34]([C:33]1[CH:32]=[CH:31][C:30]([C:22]2[CH:23]=[C:24]3[N:29]([CH2:13][C@H:10]4[CH2:11][CH2:12][N:8]([C:1]([O:3][C:4]([CH3:7])([CH3:6])[CH3:5])=[O:2])[CH2:9]4)[CH:28]=[CH:27][C:25]3=[N:26][C:21]=2[N:15]2[CH2:20][CH2:19][O:18][CH2:17][CH2:16]2)=[CH:37][CH:36]=1)#[N:35]. Given the reactants [C:1]([N:8]1[CH2:12][CH2:11][C@H:10]([CH2:13]Br)[CH2:9]1)([O:3][C:4]([CH3:7])([CH3:6])[CH3:5])=[O:2].[N:15]1([C:21]2[N:26]=[C:25]3[CH:27]=[CH:28][NH:29][C:24]3=[CH:23][C:22]=2[C:30]2[CH:37]=[CH:36][C:33]([C:34]#[N:35])=[CH:32][CH:31]=2)[CH2:20][CH2:19][O:18][CH2:17][CH2:16]1, predict the reaction product. (3) Given the reactants [BH4-].[Na+].[F:3][C:4]1[CH:5]=[N:6][CH:7]=[C:8]([F:12])[C:9]=1[CH:10]=[O:11].O, predict the reaction product. The product is: [F:3][C:4]1[CH:5]=[N:6][CH:7]=[C:8]([F:12])[C:9]=1[CH2:10][OH:11].